From a dataset of Peptide-MHC class II binding affinity with 134,281 pairs from IEDB. Regression. Given a peptide amino acid sequence and an MHC pseudo amino acid sequence, predict their binding affinity value. This is MHC class II binding data. (1) The peptide sequence is GPVFTFLAYLVLDPL. The MHC is DRB1_0401 with pseudo-sequence DRB1_0401. The binding affinity (normalized) is 0.337. (2) The peptide sequence is ALVGAALHPFALLLV. The MHC is DRB1_0701 with pseudo-sequence DRB1_0701. The binding affinity (normalized) is 0.640. (3) The peptide sequence is MGEAVQNTVEDLKLN. The MHC is DRB1_0802 with pseudo-sequence DRB1_0802. The binding affinity (normalized) is 0.148. (4) The peptide sequence is NQNVSRAMFVEDIAM. The MHC is DRB1_0101 with pseudo-sequence DRB1_0101. The binding affinity (normalized) is 0.599.